The task is: Predict the product of the given reaction.. This data is from Forward reaction prediction with 1.9M reactions from USPTO patents (1976-2016). (1) Given the reactants [Cl:1][C:2]1[CH:9]=[C:8]([O:10][C@@H:11]2[CH2:15][CH2:14][CH2:13][C@@H:12]2[OH:16])[CH:7]=[CH:6][C:3]=1[C:4]#[N:5].[CH2:17](I)[CH:18]=[CH2:19], predict the reaction product. The product is: [CH2:19]([O:16][C@H:12]1[CH2:13][CH2:14][CH2:15][C@H:11]1[O:10][C:8]1[CH:7]=[CH:6][C:3]([C:4]#[N:5])=[C:2]([Cl:1])[CH:9]=1)[CH:18]=[CH2:17]. (2) Given the reactants [Cl:1][C:2]1[S:3][C:4]([Cl:37])=[C:5]([CH:22]([C:30]2[CH:35]=[CH:34][CH:33]=[C:32]([Cl:36])[CH:31]=2)[O:23][CH:24]2[CH2:29][CH2:28][CH2:27][CH2:26][O:25]2)[C:6]=1[C:7]([NH:9][C@H:10]([C:12]1[CH:21]=[CH:20][C:15]([C:16]([O:18]C)=[O:17])=[CH:14][CH:13]=1)[CH3:11])=[O:8].Cl, predict the reaction product. The product is: [Cl:1][C:2]1[S:3][C:4]([Cl:37])=[C:5]([CH:22]([C:30]2[CH:35]=[CH:34][CH:33]=[C:32]([Cl:36])[CH:31]=2)[O:23][CH:24]2[CH2:29][CH2:28][CH2:27][CH2:26][O:25]2)[C:6]=1[C:7]([NH:9][C@H:10]([C:12]1[CH:21]=[CH:20][C:15]([C:16]([OH:18])=[O:17])=[CH:14][CH:13]=1)[CH3:11])=[O:8]. (3) Given the reactants [H-].[Na+].CC(P(OC)(O)=O)(C([O-])=O)C.[F:14][C:15]1[CH:22]=[C:21]([O:23][CH3:24])[CH:20]=[CH:19][C:16]=1[CH:17]=O.[C:25]([CH:30]=P(C1C=CC=CC=1)(C1C=CC=CC=1)C1C=CC=CC=1)([O:27][CH2:28]C)=[O:26].[Cl-].[NH4+], predict the reaction product. The product is: [CH3:28][O:27][C:25](=[O:26])[CH:30]=[CH:17][C:16]1[CH:19]=[CH:20][C:21]([O:23][CH3:24])=[CH:22][C:15]=1[F:14]. (4) Given the reactants [Br:1][C:2]1[CH:7]=[CH:6][C:5]([C:8]2[CH:13]=[CH:12][C:11]([OH:14])=[C:10]([C:15]([CH3:18])([CH3:17])[CH3:16])[CH:9]=2)=[CH:4][CH:3]=1.[Cl:19][C:20]1[CH:25]=[C:24]([S:26]([C:29]([F:32])([F:31])[F:30])(=[O:28])=[O:27])[CH:23]=[CH:22][C:21]=1[N:33]=[C:34]=[O:35], predict the reaction product. The product is: [Cl:19][C:20]1[CH:25]=[C:24]([S:26]([C:29]([F:32])([F:31])[F:30])(=[O:28])=[O:27])[CH:23]=[CH:22][C:21]=1[NH:33][C:34]([C:12]1[CH:13]=[C:8]([C:5]2[CH:4]=[CH:3][C:2]([Br:1])=[CH:7][CH:6]=2)[CH:9]=[C:10]([C:15]([CH3:18])([CH3:17])[CH3:16])[C:11]=1[OH:14])=[O:35]. (5) Given the reactants FC(F)(F)C(O)=O.[CH2:8]1[C:11]2([CH2:14][CH:13]([NH:15][C:16]([O:18][CH2:19][C:20]3[O:24][N:23]=[C:22]([C:25]([O:27][CH2:28][CH3:29])=[O:26])[CH:21]=3)=[O:17])[CH2:12]2)[CH2:10][NH:9]1.Cl[C:31]1[CH:40]=[CH:39][C:38]2[C:33](=[CH:34][CH:35]=[C:36]([F:41])[CH:37]=2)[N:32]=1.C(N(CC)C(C)C)(C)C, predict the reaction product. The product is: [F:41][C:36]1[CH:37]=[C:38]2[C:33](=[CH:34][CH:35]=1)[N:32]=[C:31]([N:9]1[CH2:10][C:11]3([CH2:12][CH:13]([NH:15][C:16]([O:18][CH2:19][C:20]4[O:24][N:23]=[C:22]([C:25]([O:27][CH2:28][CH3:29])=[O:26])[CH:21]=4)=[O:17])[CH2:14]3)[CH2:8]1)[CH:40]=[CH:39]2. (6) Given the reactants Cl[C:2]1[C:7]([F:8])=[CH:6][CH:5]=[CH:4][N:3]=1.[C:9](=[NH:22])([C:16]1[CH:21]=[CH:20][CH:19]=[CH:18][CH:17]=1)[C:10]1[CH:15]=[CH:14][CH:13]=[CH:12][CH:11]=1.C([O-])([O-])=O.[Cs+].[Cs+], predict the reaction product. The product is: [C:9](=[N:22][C:2]1[C:7]([F:8])=[CH:6][CH:5]=[CH:4][N:3]=1)([C:16]1[CH:17]=[CH:18][CH:19]=[CH:20][CH:21]=1)[C:10]1[CH:15]=[CH:14][CH:13]=[CH:12][CH:11]=1. (7) Given the reactants [C:1]([NH:5][C:6]1[C:7]([CH3:26])=[N:8][C:9]2[C:14]([N:15]=1)=[C:13]([C:16](=O)[CH2:17][C:18](=O)[C:19]([O:21][CH2:22][CH3:23])=[O:20])[CH:12]=[CH:11][CH:10]=2)([CH3:4])([CH3:3])[CH3:2].[NH2:27][NH2:28], predict the reaction product. The product is: [C:1]([NH:5][C:6]1[C:7]([CH3:26])=[N:8][C:9]2[C:14]([N:15]=1)=[C:13]([C:16]1[NH:28][N:27]=[C:18]([C:19]([O:21][CH2:22][CH3:23])=[O:20])[CH:17]=1)[CH:12]=[CH:11][CH:10]=2)([CH3:4])([CH3:3])[CH3:2]. (8) Given the reactants [CH3:1][C@@H:2]1[O:7][C@@H:6]([O:8][C@H:9]2[C@@H:100]3[NH:101][C:102](=[O:103])[C@@H:81]([C:82]4[CH:83]=[CH:84][C:85]([OH:107])=[C:86]([C:88]5[C:93]([OH:94])=[CH:92][C:91]([OH:95])=[CH:90][C:89]=5[C@@H:96]([C:104]([OH:106])=[O:105])[NH:97][C:98]3=[O:99])[CH:87]=4)[NH:80][C:78](=[O:79])[C@H:77]3[C:20]4=[CH:21][C:22]([O:60][C:61]5[CH:62]=[CH:63][C:64]([C@@H:68]([OH:122])[C@@H:69]([NH:112][C:113]([C@H:115]([NH:120][CH3:121])[CH2:116][CH:117]([CH3:119])[CH3:118])=[O:114])[C:70]([NH:72][C@@H:73]([CH2:108][C:109]([NH2:111])=[O:110])[C:74]([NH:76]3)=[O:75])=[O:71])=[CH:65][C:66]=5[Cl:67])=[C:23]([O:24][C@@H:25]3[O:30][C@H:29]([CH2:31][OH:32])[C@@H:28]([OH:33])[C@H:27]([OH:34])[C@H:26]3[O:35][C@@H:36]3[O:41][C@@H:40]([CH3:42])[C@H:39]([OH:43])[C@:38]([NH:45][CH2:46][C:47]5[CH:48]=[CH:49][C:50]([C:53]6[CH:54]=[CH:55][C:56]([Cl:59])=[CH:57][CH:58]=6)=[CH:51][CH:52]=5)([CH3:44])[CH2:37]3)[C:18](=[CH:19]4)[O:17][C:13]3=[C:14]([Cl:16])[CH:15]=[C:10]2[CH:11]=[CH:12]3)[CH2:5][C@@:4]([NH2:124])([CH3:123])[C@H:3]1[OH:125].OP(O)(O)=O.C([O-])(O)=O.[Na+].O, predict the reaction product. The product is: [CH3:1][C@@H:2]1[O:7][C@@H:6]([O:8][C@H:9]2[C@@H:100]3[NH:101][C:102](=[O:103])[C@@H:81]([C:82]4[CH:83]=[CH:84][C:85]([OH:107])=[C:86]([C:88]5[C:93]([OH:94])=[CH:92][C:91]([OH:95])=[CH:90][C:89]=5[C@@H:96]([C:104]([OH:106])=[O:105])[NH:97][C:98]3=[O:99])[CH:87]=4)[NH:80][C:78](=[O:79])[C@H:77]3[C:20]4=[CH:21][C:22]([O:60][C:61]5[CH:62]=[CH:63][C:64]([C@@H:68]([OH:122])[C@@H:69]([NH:112][C:113]([C@H:115]([NH:120][CH3:121])[CH2:116][CH:117]([CH3:118])[CH3:119])=[O:114])[C:70]([NH:72][C@@H:73]([CH2:108][C:109]([NH2:111])=[O:110])[C:74]([NH:76]3)=[O:75])=[O:71])=[CH:65][C:66]=5[Cl:67])=[C:23]([O:24][C@@H:25]3[O:30][C@H:29]([CH2:31][OH:32])[C@@H:28]([OH:33])[C@H:27]([OH:34])[C@H:26]3[O:35][C@@H:36]3[O:41][C@@H:40]([CH3:42])[C@H:39]([OH:43])[C@:38]([NH:45][CH2:46][C:47]5[CH:52]=[CH:51][C:50]([C:53]6[CH:58]=[CH:57][C:56]([Cl:59])=[CH:55][CH:54]=6)=[CH:49][CH:48]=5)([CH3:44])[CH2:37]3)[C:18](=[CH:19]4)[O:17][C:13]3=[C:14]([Cl:16])[CH:15]=[C:10]2[CH:11]=[CH:12]3)[CH2:5][C@@:4]([NH2:124])([CH3:123])[C@H:3]1[OH:125].